Dataset: Forward reaction prediction with 1.9M reactions from USPTO patents (1976-2016). Task: Predict the product of the given reaction. Given the reactants [CH:1]([O:4][C:5]1[CH:9]=[C:8]([C:10]([O:12][CH3:13])=[O:11])[NH:7][N:6]=1)([CH3:3])[CH3:2].[Cl:14][C:15]1[CH:22]=[C:21]([Cl:23])[CH:20]=[CH:19][C:16]=1[CH2:17]Cl.C(=O)([O-])[O-].[K+].[K+].CN(C)C=O, predict the reaction product. The product is: [Cl:14][C:15]1[CH:22]=[C:21]([Cl:23])[CH:20]=[CH:19][C:16]=1[CH2:17][N:7]1[C:8]([C:10]([O:12][CH3:13])=[O:11])=[CH:9][C:5]([O:4][CH:1]([CH3:3])[CH3:2])=[N:6]1.